From a dataset of Full USPTO retrosynthesis dataset with 1.9M reactions from patents (1976-2016). Predict the reactants needed to synthesize the given product. (1) Given the product [NH2:37][C:30]1[N:29]=[C:28]2[C:33]([N:34]=[CH:35][N:27]2[C@H:13]2[C@:14]([CH3:17])([OH:18])[C@H:15]([F:16])[C@@H:11]([CH2:10][OH:9])[O:12]2)=[C:32]([N:38]2[CH2:41][CH2:40][CH2:39]2)[N:31]=1, predict the reactants needed to synthesize it. The reactants are: C([O:9][CH2:10][C@@H:11]1[C@@H:15]([F:16])[C@:14]([O:18]C(=O)C2C=CC=CC=2)([CH3:17])[C@H:13]([N:27]2[CH:35]=[N:34][C:33]3[C:28]2=[N:29][C:30]([NH2:37])=[N:31][C:32]=3Cl)[O:12]1)(=O)C1C=CC=CC=1.[NH:38]1[CH2:41][CH2:40][CH2:39]1.CCN(CC)CC.C[O-].[Na+]. (2) Given the product [CH2:13]([N:8]1[CH2:9][CH2:10][C:11](=[O:12])[CH:6]([CH3:4])[CH2:7]1)[C:14]1[CH:15]=[CH:16][CH:17]=[CH:18][CH:19]=1, predict the reactants needed to synthesize it. The reactants are: C(O[C:4]([C:6]1(C)[C:11](=[O:12])[CH2:10][CH2:9][N:8]([CH2:13][C:14]2[CH:19]=[CH:18][CH:17]=[CH:16][CH:15]=2)[CH2:7]1)=O)C.Cl. (3) Given the product [NH2:2][CH2:1][CH2:3][CH2:4][N:5]1[CH2:14][CH2:13][C:12]2[C:7](=[CH:8][C:9]([O:17][CH3:18])=[C:10]([O:15][CH3:16])[CH:11]=2)[CH2:6]1, predict the reactants needed to synthesize it. The reactants are: [C:1]([CH2:3][CH2:4][N:5]1[CH2:14][CH2:13][C:12]2[C:7](=[CH:8][C:9]([O:17][CH3:18])=[C:10]([O:15][CH3:16])[CH:11]=2)[CH2:6]1)#[N:2].Cl.[OH-].[Na+].CCOCC. (4) Given the product [I:36][CH2:2][CH2:3][N:4]1[C:12]2[C:7](=[CH:8][C:9]([O:15][CH3:16])=[C:10]([O:13][CH3:14])[CH:11]=2)[C:6]([C:17]2[N:25]([S:26]([C:29]3[CH:34]=[CH:33][C:32]([CH3:35])=[CH:31][CH:30]=3)(=[O:28])=[O:27])[C:20]3=[N:21][CH:22]=[CH:23][CH:24]=[C:19]3[CH:18]=2)=[CH:5]1, predict the reactants needed to synthesize it. The reactants are: Cl[CH2:2][CH2:3][N:4]1[C:12]2[C:7](=[CH:8][C:9]([O:15][CH3:16])=[C:10]([O:13][CH3:14])[CH:11]=2)[C:6]([C:17]2[N:25]([S:26]([C:29]3[CH:34]=[CH:33][C:32]([CH3:35])=[CH:31][CH:30]=3)(=[O:28])=[O:27])[C:20]3=[N:21][CH:22]=[CH:23][CH:24]=[C:19]3[CH:18]=2)=[CH:5]1.[I-:36].[Na+]. (5) Given the product [CH:19]1([NH:18][C:16]([C:15]2[CH:22]=[CH:23][C:12]([C:9]3[CH:10]=[N:11][C:5]4[C:4]([N:24]5[CH2:29][CH2:28][O:27][CH2:26][CH2:25]5)=[N:3][C:2]([C:41]5[CH:42]=[N:43][C:38]([NH:37][C:35](=[O:36])[O:34][C:30]([CH3:32])([CH3:31])[CH3:33])=[N:39][CH:40]=5)=[N:7][C:6]=4[CH:8]=3)=[CH:13][CH:14]=2)=[O:17])[CH2:21][CH2:20]1, predict the reactants needed to synthesize it. The reactants are: Cl[C:2]1[N:3]=[C:4]([N:24]2[CH2:29][CH2:28][O:27][CH2:26][CH2:25]2)[C:5]2[N:11]=[CH:10][C:9]([C:12]3[CH:23]=[CH:22][C:15]([C:16]([NH:18][CH:19]4[CH2:21][CH2:20]4)=[O:17])=[CH:14][CH:13]=3)=[CH:8][C:6]=2[N:7]=1.[C:30]([O:34][C:35]([NH:37][C:38]1[N:43]=[CH:42][C:41](B(O)O)=[CH:40][N:39]=1)=[O:36])([CH3:33])([CH3:32])[CH3:31].P([O-])([O-])([O-])=O.[K+].[K+].[K+].CN(C=O)C.